From a dataset of Full USPTO retrosynthesis dataset with 1.9M reactions from patents (1976-2016). Predict the reactants needed to synthesize the given product. Given the product [CH:1]1([NH:5][C:6](=[O:7])[C:8]2[CH:13]=[CH:12][C:11]([C:14]3[CH2:15][C:16]([C:26]4[CH:31]=[C:30]([Cl:32])[CH:29]=[C:28]([Cl:33])[CH:27]=4)([C:22]([F:24])([F:25])[F:23])[S:17][CH:18]=3)=[CH:10][C:9]=2[CH3:34])[CH2:2][CH2:3][CH2:4]1, predict the reactants needed to synthesize it. The reactants are: [CH:1]1([NH:5][C:6]([C:8]2[CH:13]=[CH:12][C:11]([C:14]3[CH2:15][C:16]([C:26]4[CH:31]=[C:30]([Cl:32])[CH:29]=[C:28]([Cl:33])[CH:27]=4)([C:22]([F:25])([F:24])[F:23])[S:17][C:18]=3C(O)=O)=[CH:10][C:9]=2[CH3:34])=[O:7])[CH2:4][CH2:3][CH2:2]1.